This data is from Forward reaction prediction with 1.9M reactions from USPTO patents (1976-2016). The task is: Predict the product of the given reaction. (1) Given the reactants I[C:2]1[C:10]2[C:5](=[CH:6][CH:7]=[CH:8][C:9]=2[N+:11]([O-:13])=[O:12])[N:4]([CH2:14][C:15]2[CH:20]=[CH:19][CH:18]=[C:17]([O:21][CH3:22])[N:16]=2)[N:3]=1.[CH:23]([B-](F)(F)F)=[CH2:24].[K+].C(N(CC)CC)C, predict the reaction product. The product is: [CH3:22][O:21][C:17]1[N:16]=[C:15]([CH2:14][N:4]2[C:5]3[C:10](=[C:9]([N+:11]([O-:13])=[O:12])[CH:8]=[CH:7][CH:6]=3)[C:2]([CH:23]=[CH2:24])=[N:3]2)[CH:20]=[CH:19][CH:18]=1. (2) Given the reactants [CH3:1][NH:2][CH2:3][C:4]1[CH:9]=[CH:8][CH:7]=[CH:6][CH:5]=1.[Cl:10][C:11]1[CH:16]=[CH:15][CH:14]=[CH:13][C:12]=1[CH2:17][N:18]1[C:23](=[O:24])[C:22]([C:25]([NH:27][CH2:28][C:29]([O:31]CC)=[O:30])=[O:26])=[C:21]([OH:34])[C:20]([C:35]([O:37]C)=O)=[C:19]1[OH:39], predict the reaction product. The product is: [Cl:10][C:11]1[CH:16]=[CH:15][CH:14]=[CH:13][C:12]=1[CH2:17][N:18]1[C:19]([OH:39])=[C:20]([C:35]([N:2]([CH3:1])[CH2:3][C:4]2[CH:9]=[CH:8][CH:7]=[CH:6][CH:5]=2)=[O:37])[C:21]([OH:34])=[C:22]([C:25]([NH:27][CH2:28][C:29]([O-:31])=[O:30])=[O:26])[C:23]1=[O:24].[NH4+:2]. (3) Given the reactants [OH:1][CH2:2][CH2:3][NH:4][CH2:5][CH2:6][OH:7].[CH2:8](Br)[C:9]1[CH:14]=[CH:13][CH:12]=[CH:11][CH:10]=1.C(=O)([O-])[O-].[K+].[K+].O, predict the reaction product. The product is: [OH:1][CH2:2][CH2:3][N:4]([CH2:5][CH2:6][OH:7])[CH2:8][C:9]1[CH:14]=[CH:13][CH:12]=[CH:11][CH:10]=1.